From a dataset of Reaction yield outcomes from USPTO patents with 853,638 reactions. Predict the reaction yield, written as a fraction of the theoretical maximum amount of product (1.0 means a 100% yield; for example, 0.34 means a 34% yield). (1) The reactants are [CH2:1]([S:3]([NH:6][CH2:7][C:8]1[CH:13]=[CH:12][C:11]([CH:14]([CH3:18])[C:15]([OH:17])=O)=[CH:10][C:9]=1[F:19])(=[O:5])=[O:4])[CH3:2].[CH2:20]([O:24][C:25]1[C:30]([CH2:31][NH2:32])=[CH:29][CH:28]=[C:27]([C:33]([F:36])([F:35])[F:34])[N:26]=1)[CH2:21][CH2:22][CH3:23].ON1C2C=CC=CC=2N=N1.CN(C)CCCN=C=NCC.C(N(CC)CC)C. The catalyst is O1CCOCC1. The product is [CH2:20]([O:24][C:25]1[C:30]([CH2:31][NH:32][C:15](=[O:17])[CH:14]([C:11]2[CH:12]=[CH:13][C:8]([CH2:7][NH:6][S:3]([CH2:1][CH3:2])(=[O:4])=[O:5])=[C:9]([F:19])[CH:10]=2)[CH3:18])=[CH:29][CH:28]=[C:27]([C:33]([F:36])([F:34])[F:35])[N:26]=1)[CH2:21][CH2:22][CH3:23]. The yield is 0.690. (2) The reactants are [C:1]1([CH2:7][C:8]([O:10][CH2:11][CH3:12])=[O:9])[CH:6]=[CH:5][CH:4]=[CH:3][CH:2]=1.[Li+].[CH3:14]C([N-]C(C)C)C.CI.[Br:23][CH2:24][CH2:25][CH2:26]Br.[NH4+].[Cl-].Cl. The catalyst is C1COCC1.CN1C(=O)N(C)CCC1. The product is [Br:23][CH2:24][CH2:25][CH2:26][C:7]([CH3:14])([C:1]1[CH:6]=[CH:5][CH:4]=[CH:3][CH:2]=1)[C:8]([O:10][CH2:11][CH3:12])=[O:9]. The yield is 0.590.